From a dataset of Peptide-MHC class I binding affinity with 185,985 pairs from IEDB/IMGT. Regression. Given a peptide amino acid sequence and an MHC pseudo amino acid sequence, predict their binding affinity value. This is MHC class I binding data. (1) The peptide sequence is HAIILHQQQK. The MHC is HLA-A03:01 with pseudo-sequence HLA-A03:01. The binding affinity (normalized) is 0.339. (2) The peptide sequence is WTLVVLLI. The MHC is HLA-A11:01 with pseudo-sequence HLA-A11:01. The binding affinity (normalized) is 0. (3) The peptide sequence is LTEEFYHSY. The MHC is HLA-A30:02 with pseudo-sequence HLA-A30:02. The binding affinity (normalized) is 0.553. (4) The peptide sequence is VGLSFDPL. The MHC is H-2-Db with pseudo-sequence H-2-Db. The binding affinity (normalized) is 0.254. (5) The peptide sequence is YELDLWGKI. The MHC is HLA-C04:01 with pseudo-sequence HLA-C04:01. The binding affinity (normalized) is 0.213. (6) The peptide sequence is WMYEGKHVL. The MHC is HLA-C07:02 with pseudo-sequence HLA-C07:02. The binding affinity (normalized) is 0.473.